Task: Predict the reactants needed to synthesize the given product.. Dataset: Full USPTO retrosynthesis dataset with 1.9M reactions from patents (1976-2016) (1) Given the product [C:9]([NH:1][C:2]1[S:3][C:4]([C:7]#[N:8])=[CH:5][N:6]=1)(=[O:11])[CH3:10], predict the reactants needed to synthesize it. The reactants are: [NH2:1][C:2]1[S:3][C:4]([C:7]#[N:8])=[CH:5][N:6]=1.[C:9](OC(=O)C)(=[O:11])[CH3:10]. (2) Given the product [CH:7]([N:5]1[CH2:6][CH:3]([C:2]2[N:1]=[C:22]([C@H:24]([CH2:33][CH2:34][CH2:35][CH:36]3[CH2:41][CH2:40][CH2:39][CH2:38][CH2:37]3)[CH2:25][C:26]([O:28][C:29]([CH3:30])([CH3:32])[CH3:31])=[O:27])[O:21][N:20]=2)[CH2:4]1)([C:8]1[CH:13]=[CH:12][CH:11]=[CH:10][CH:9]=1)[C:14]1[CH:15]=[CH:16][CH:17]=[CH:18][CH:19]=1, predict the reactants needed to synthesize it. The reactants are: [NH2:1]/[C:2](=[N:20]\[O:21][C:22]([C@H:24]([CH2:33][CH2:34][CH2:35][CH:36]1[CH2:41][CH2:40][CH2:39][CH2:38][CH2:37]1)[CH2:25][C:26]([O:28][C:29]([CH3:32])([CH3:31])[CH3:30])=[O:27])=O)/[CH:3]1[CH2:6][N:5]([CH:7]([C:14]2[CH:19]=[CH:18][CH:17]=[CH:16][CH:15]=2)[C:8]2[CH:13]=[CH:12][CH:11]=[CH:10][CH:9]=2)[CH2:4]1. (3) Given the product [F:1][C@H:2]1[C@@H:7]([NH:8][C:9](=[O:15])[O:10][C:11]([CH3:13])([CH3:12])[CH3:14])[CH2:6][CH2:5][N:4]([C:16]2[CH:17]=[CH:18][C:19]([F:30])=[C:20]3[C:25]=2[N:24]=[C:23]([C:2]2[N:32]4[CH:36]=[CH:35][C:34]([O:39][CH2:12][CH2:11][O:10][CH3:9])=[CH:33][C:5]4=[N:4][CH:3]=2)[CH:22]=[CH:21]3)[CH2:3]1, predict the reactants needed to synthesize it. The reactants are: [F:1][C@H:2]1[C@@H:7]([NH:8][C:9](=[O:15])[O:10][C:11]([CH3:14])([CH3:13])[CH3:12])[CH2:6][CH2:5][N:4]([C:16]2[CH:17]=[CH:18][C:19]([F:30])=[C:20]3[C:25]=2[N:24]=[C:23](C=COC)[CH:22]=[CH:21]3)[CH2:3]1.Br[N:32]1[C:36](=O)[CH2:35][CH2:34][C:33]1=O.[OH2:39]. (4) Given the product [F:2][C:3]1[CH:8]=[C:7]([F:9])[CH:6]=[CH:5][C:4]=1[N:10]1[CH:14]([C:15]2[CH:16]=[C:17]([C:21]3[CH2:22][CH2:23][N:24]([S:44]([CH:41]4[CH2:43][CH2:42]4)(=[O:46])=[O:45])[CH2:25][CH:26]=3)[CH:18]=[N:19][CH:20]=2)[CH2:13][C:12]([C:27]([F:33])([F:32])[C:28]([F:31])([F:30])[F:29])=[N:11]1, predict the reactants needed to synthesize it. The reactants are: Cl.[F:2][C:3]1[CH:8]=[C:7]([F:9])[CH:6]=[CH:5][C:4]=1[N:10]1[CH:14]([C:15]2[CH:16]=[C:17]([C:21]3[CH2:22][CH2:23][NH:24][CH2:25][CH:26]=3)[CH:18]=[N:19][CH:20]=2)[CH2:13][C:12]([C:27]([F:33])([F:32])[C:28]([F:31])([F:30])[F:29])=[N:11]1.C(N(CC)CC)C.[CH:41]1([S:44](Cl)(=[O:46])=[O:45])[CH2:43][CH2:42]1. (5) Given the product [Br:1][C:2]1[C:7](=[O:8])[N:6]([CH2:9][C:10]2[N:11]([CH2:12][C:13]3[CH:18]=[CH:17][N:16]=[CH:15][CH:14]=3)[N:33]=[N:32][N:31]=2)[N:5]=[CH:4][C:3]=1[NH:20][C@@H:21]1[CH2:26][C@@H:25]2[CH2:27][C@@H:23]([C:24]2([CH3:29])[CH3:28])[C@H:22]1[CH3:30], predict the reactants needed to synthesize it. The reactants are: [Br:1][C:2]1[C:7](=[O:8])[N:6]([CH2:9][C:10](=S)[NH:11][CH2:12][C:13]2[CH:18]=[CH:17][N:16]=[CH:15][CH:14]=2)[N:5]=[CH:4][C:3]=1[NH:20][C@@H:21]1[CH2:26][C@@H:25]2[CH2:27][C@@H:23]([C:24]2([CH3:29])[CH3:28])[C@H:22]1[CH3:30].[N:31]([Si](C)(C)C)=[N+:32]=[N-:33].C(OCC)(=O)C. (6) Given the product [Br:1][C:2]1[CH:7]=[CH:6][C:5]([Cl:8])=[C:4]([CH:9]([CH3:11])[CH3:10])[CH:3]=1, predict the reactants needed to synthesize it. The reactants are: [Br:1][C:2]1[CH:7]=[CH:6][C:5]([Cl:8])=[C:4]([C:9]([CH3:11])=[CH2:10])[CH:3]=1. (7) The reactants are: I[C:2]1[CH:8]=[CH:7][C:5]([NH2:6])=[CH:4][CH:3]=1.[O:9]1[C:13]2[CH:14]=[CH:15][CH:16]=[CH:17][C:12]=2[CH:11]=[C:10]1B(O)O.C([O-])([O-])=O.[Na+].[Na+]. Given the product [O:9]1[C:10]2=[CH:11][CH:12]=[CH:17][C:16]2=[CH:15][CH:14]=[C:13]1[NH:6][C:5]1[CH:7]=[CH:8][CH:2]=[CH:3][CH:4]=1, predict the reactants needed to synthesize it. (8) Given the product [C:11]([O:10][C:8]([N:1]1[CH2:4][CH2:3][CH:2]1[C:5]([OH:7])=[O:6])=[O:9])([CH3:14])([CH3:13])[CH3:12], predict the reactants needed to synthesize it. The reactants are: [NH:1]1[CH2:4][CH2:3][C@H:2]1[C:5]([OH:7])=[O:6].[C:8](O[C:8]([O:10][C:11]([CH3:14])([CH3:13])[CH3:12])=[O:9])([O:10][C:11]([CH3:14])([CH3:13])[CH3:12])=[O:9].O1CCOCC1.